Dataset: NCI-60 drug combinations with 297,098 pairs across 59 cell lines. Task: Regression. Given two drug SMILES strings and cell line genomic features, predict the synergy score measuring deviation from expected non-interaction effect. (1) Drug 1: CC1=C(C=C(C=C1)NC(=O)C2=CC=C(C=C2)CN3CCN(CC3)C)NC4=NC=CC(=N4)C5=CN=CC=C5. Drug 2: CC1C(C(CC(O1)OC2CC(OC(C2O)C)OC3=CC4=CC5=C(C(=O)C(C(C5)C(C(=O)C(C(C)O)O)OC)OC6CC(C(C(O6)C)O)OC7CC(C(C(O7)C)O)OC8CC(C(C(O8)C)O)(C)O)C(=C4C(=C3C)O)O)O)O. Cell line: NCI-H226. Synergy scores: CSS=2.81, Synergy_ZIP=1.81, Synergy_Bliss=0.868, Synergy_Loewe=-36.3, Synergy_HSA=-2.50. (2) Drug 1: CC12CCC3C(C1CCC2O)C(CC4=C3C=CC(=C4)O)CCCCCCCCCS(=O)CCCC(C(F)(F)F)(F)F. Drug 2: N.N.Cl[Pt+2]Cl. Cell line: CCRF-CEM. Synergy scores: CSS=43.5, Synergy_ZIP=-1.37, Synergy_Bliss=-2.35, Synergy_Loewe=-17.3, Synergy_HSA=-1.59. (3) Drug 1: CC1=CC=C(C=C1)C2=CC(=NN2C3=CC=C(C=C3)S(=O)(=O)N)C(F)(F)F. Drug 2: CC1=C(C=C(C=C1)C(=O)NC2=CC(=CC(=C2)C(F)(F)F)N3C=C(N=C3)C)NC4=NC=CC(=N4)C5=CN=CC=C5. Cell line: U251. Synergy scores: CSS=6.52, Synergy_ZIP=-5.12, Synergy_Bliss=-6.12, Synergy_Loewe=-2.99, Synergy_HSA=-2.96. (4) Drug 1: CC1=C2C(C(=O)C3(C(CC4C(C3C(C(C2(C)C)(CC1OC(=O)C(C(C5=CC=CC=C5)NC(=O)OC(C)(C)C)O)O)OC(=O)C6=CC=CC=C6)(CO4)OC(=O)C)O)C)O. Drug 2: CN1C2=C(C=C(C=C2)N(CCCl)CCCl)N=C1CCCC(=O)O.Cl. Cell line: OVCAR-8. Synergy scores: CSS=2.38, Synergy_ZIP=-3.28, Synergy_Bliss=-4.89, Synergy_Loewe=-3.15, Synergy_HSA=-3.15. (5) Drug 1: CC1CCC2CC(C(=CC=CC=CC(CC(C(=O)C(C(C(=CC(C(=O)CC(OC(=O)C3CCCCN3C(=O)C(=O)C1(O2)O)C(C)CC4CCC(C(C4)OC)O)C)C)O)OC)C)C)C)OC. Drug 2: CC1=C(C(=CC=C1)Cl)NC(=O)C2=CN=C(S2)NC3=CC(=NC(=N3)C)N4CCN(CC4)CCO. Cell line: UACC62. Synergy scores: CSS=4.89, Synergy_ZIP=-4.40, Synergy_Bliss=-1.43, Synergy_Loewe=-1.37, Synergy_HSA=-1.29. (6) Drug 1: CC1=C(N=C(N=C1N)C(CC(=O)N)NCC(C(=O)N)N)C(=O)NC(C(C2=CN=CN2)OC3C(C(C(C(O3)CO)O)O)OC4C(C(C(C(O4)CO)O)OC(=O)N)O)C(=O)NC(C)C(C(C)C(=O)NC(C(C)O)C(=O)NCCC5=NC(=CS5)C6=NC(=CS6)C(=O)NCCC[S+](C)C)O. Drug 2: CC1CCCC2(C(O2)CC(NC(=O)CC(C(C(=O)C(C1O)C)(C)C)O)C(=CC3=CSC(=N3)C)C)C. Cell line: HCC-2998. Synergy scores: CSS=63.8, Synergy_ZIP=2.32, Synergy_Bliss=0.402, Synergy_Loewe=4.89, Synergy_HSA=8.13.